From a dataset of Forward reaction prediction with 1.9M reactions from USPTO patents (1976-2016). Predict the product of the given reaction. (1) Given the reactants Br[C:2]1[CH:7]=[C:6]([O:8][CH2:9][O:10][CH3:11])[CH:5]=[C:4]([Br:12])[CH:3]=1.C([Li])CCC.[CH:18]([S:21][S:21][CH:18]([CH3:20])[CH3:19])([CH3:20])[CH3:19].[Cl-].[NH4+], predict the reaction product. The product is: [Br:12][C:4]1[CH:5]=[C:6]([O:8][CH2:9][O:10][CH3:11])[CH:7]=[C:2]([S:21][CH:18]([CH3:20])[CH3:19])[CH:3]=1. (2) Given the reactants [F:1][C:2]1[CH:3]=[C:4]([CH:10]([C:18]2[NH:22][C:21]([C:23]3[CH:28]=[CH:27][CH:26]=[CH:25][N:24]=3)=[CH:20][CH:19]=2)[CH2:11][CH:12]2[CH2:17][CH2:16][O:15][CH2:14][CH2:13]2)[CH:5]=[CH:6][C:7]=1SC.O1CCC[CH2:30]1.O.O[O:36][S:37]([O-:39])=O.[K+], predict the reaction product. The product is: [F:1][C:2]1[CH:3]=[C:4]([CH:10]([C:18]2[NH:22][C:21]([C:23]3[CH:28]=[CH:27][CH:26]=[CH:25][N:24]=3)=[CH:20][CH:19]=2)[CH2:11][CH:12]2[CH2:17][CH2:16][O:15][CH2:14][CH2:13]2)[CH:5]=[CH:6][C:7]=1[S:37]([CH3:30])(=[O:39])=[O:36]. (3) Given the reactants [C:1]1([O:7][C:8](=[O:33])[N:9]([C:19]2[CH:24]=[C:23]([O:25][C:26]3[CH:31]=[CH:30][C:29]([NH2:32])=[CH:28][CH:27]=3)[CH:22]=[CH:21][N:20]=2)[C:10]([O:12][C:13]2[CH:18]=[CH:17][CH:16]=[CH:15][CH:14]=2)=[O:11])[CH:6]=[CH:5][CH:4]=[CH:3][CH:2]=1.[CH:34]1([C:37]([OH:39])=O)[CH2:36][CH2:35]1.C(N(CC)CC)C.[F:47][P-](F)(F)(F)(F)F.N1(O[P+](N(C)C)(N(C)C)N(C)C)[C:58]2[CH:59]=[CH:60][CH:61]=[CH:62][C:57]=2[N:56]=N1.CN(C)[CH:76]=[O:77], predict the reaction product. The product is: [C:1]1([O:7][C:8](=[O:33])[N:9]([C:19]2[CH:24]=[C:23]([O:25][C:26]3[CH:27]=[CH:28][C:29]([NH:32][C:76]([C:34]4([C:37](=[O:39])[NH:56][C:57]5[CH:62]=[CH:61][C:60]([F:47])=[CH:59][CH:58]=5)[CH2:35][CH2:36]4)=[O:77])=[CH:30][CH:31]=3)[CH:22]=[CH:21][N:20]=2)[C:10]([O:12][C:13]2[CH:14]=[CH:15][CH:16]=[CH:17][CH:18]=2)=[O:11])[CH:6]=[CH:5][CH:4]=[CH:3][CH:2]=1. (4) Given the reactants [Cl:1][C:2]1[CH:3]=[C:4]2[C:10]([C:11]3[N:16]=[C:15]([NH:17][C@H:18]4[CH2:23][CH2:22][CH2:21][CH2:20][C@@H:19]4N)[C:14]([F:25])=[CH:13][N:12]=3)=[CH:9][NH:8][C:5]2=[N:6][CH:7]=1.Cl[C:27]1C=C2C(C3N=C(N[C@H]4CCCC[C@@H]4N)C(F)=CN=3)=CN(S(C3C=CC(C)=CC=3)(=O)=O)C2=NC=1.C=O.[BH3-][C:64]#[N:65].[Na+], predict the reaction product. The product is: [Cl:1][C:2]1[CH:3]=[C:4]2[C:10]([C:11]3[N:16]=[C:15]([NH:17][C@H:18]4[CH2:23][CH2:22][CH2:21][CH2:20][C@@H:19]4[N:65]([CH3:64])[CH3:27])[C:14]([F:25])=[CH:13][N:12]=3)=[CH:9][NH:8][C:5]2=[N:6][CH:7]=1.